From a dataset of Reaction yield outcomes from USPTO patents with 853,638 reactions. Predict the reaction yield, written as a fraction of the theoretical maximum amount of product (1.0 means a 100% yield; for example, 0.34 means a 34% yield). (1) The reactants are [OH:1][C:2]1[CH:3]=[C:4]([CH:10]=[C:11]([OH:14])[C:12]=1[OH:13])[C:5]([O:7][CH2:8][CH3:9])=[O:6].C(=O)([O-])[O-].[K+].[K+].Br[CH2:22][CH2:23][CH2:24][CH2:25][CH2:26][CH2:27][CH3:28]. The catalyst is CN(C=O)C. The product is [CH2:22]([O:1][C:2]1[CH:3]=[C:4]([CH:10]=[C:11]([O:14][CH2:5][CH2:4][CH2:3][CH2:2][CH2:12][CH2:11][CH3:10])[C:12]=1[O:13][CH2:22][CH2:23][CH2:24][CH2:25][CH2:26][CH2:27][CH3:28])[C:5]([O:7][CH2:8][CH3:9])=[O:6])[CH2:23][CH2:24][CH2:25][CH2:26][CH2:27][CH3:28]. The yield is 0.723. (2) The yield is 0.950. The product is [C:48]([O:52][C:53]([N:55]([CH3:121])[C@@H:56]([CH3:120])[C:57]([NH:59][C@@H:60]([C:116]([CH3:119])([CH3:118])[CH3:117])[C:61]([N:63]1[CH2:67][C@@H:66]([C:68]2[CH:77]=[C:76]3[C:71]([CH2:72][C@@H:73]([C:99](=[O:111])[NH:100][C@H:101]4[C:110]5[C:105](=[CH:106][CH:107]=[CH:108][CH:109]=5)[CH2:104][CH2:103][CH2:102]4)[N:74]([C:78](=[O:98])[C@@H:79]([NH:84][C:85](=[O:97])[C@@H:86]([N:88]([C:90]([O:92][C:93]([CH3:94])([CH3:96])[CH3:95])=[O:91])[CH3:89])[CH3:87])[C:80]([CH3:81])([CH3:82])[CH3:83])[CH2:75]3)=[CH:70][CH:69]=2)[CH2:65][C@H:64]1[C:112]([OH:114])=[O:113])=[O:62])=[O:58])=[O:54])([CH3:49])([CH3:50])[CH3:51]. The reactants are C(OC(N(C)[C@@H](C)C(N[C@@H](C(C)(C)C)C(N1[C@H](C(=O)N[C@H]2C3C(=CC=CC=3)CCC2)CC2C(=CC(C(O)=O)=CC=2)C1)=O)=O)=O)(C)(C)C.[C:48]([O:52][C:53]([N:55]([CH3:121])[C@@H:56]([CH3:120])[C:57]([NH:59][C@@H:60]([C:116]([CH3:119])([CH3:118])[CH3:117])[C:61]([N:63]1[CH2:67][C@@H:66]([C:68]2[CH:77]=[C:76]3[C:71]([CH2:72][C@@H:73]([C:99](=[O:111])[NH:100][C@H:101]4[C:110]5[C:105](=[CH:106][CH:107]=[CH:108][CH:109]=5)[CH2:104][CH2:103][CH2:102]4)[N:74]([C:78](=[O:98])[C@@H:79]([NH:84][C:85](=[O:97])[C@@H:86]([N:88]([C:90]([O:92][C:93]([CH3:96])([CH3:95])[CH3:94])=[O:91])[CH3:89])[CH3:87])[C:80]([CH3:83])([CH3:82])[CH3:81])[CH2:75]3)=[CH:70][CH:69]=2)[CH2:65][C@H:64]1[C:112]([O:114]C)=[O:113])=[O:62])=[O:58])=[O:54])([CH3:51])([CH3:50])[CH3:49]. No catalyst specified. (3) The reactants are [I:1][C:2]1[CH:7]=[CH:6][C:5]([OH:8])=[CH:4][CH:3]=1.N12CCN(CC1)CC2.[CH3:17][N:18]([CH3:22])[C:19](Cl)=[S:20].O. The catalyst is CN(C=O)C. The product is [CH3:17][N:18]([CH3:22])[C:19](=[S:20])[O:8][C:5]1[CH:6]=[CH:7][C:2]([I:1])=[CH:3][CH:4]=1. The yield is 0.960. (4) The reactants are CCN(C(C)C)C(C)C.C1C=CC2N(O)N=NC=2C=1.CCN=C=NCCCN(C)C.[OH:31][C:32]1[CH:37]=[CH:36][CH:35]=[CH:34][C:33]=1[C:38]1[NH:42][N:41]=[C:40]([C:43]([NH:45][CH2:46][C:47]([OH:49])=O)=[O:44])[CH:39]=1.Cl.[N:51]1([C:57]([C:59]2[CH:64]=[C:63]([F:65])[C:62]([F:66])=[C:61]([F:67])[CH:60]=2)=[O:58])[CH2:56][CH2:55][NH:54][CH2:53][CH2:52]1.FC1C=C(C=C(F)C=1F)C(O)=O. The product is [O:49]=[C:47]([N:54]1[CH2:55][CH2:56][N:51]([C:57](=[O:58])[C:59]2[CH:64]=[C:63]([F:65])[C:62]([F:66])=[C:61]([F:67])[CH:60]=2)[CH2:52][CH2:53]1)[CH2:46][NH:45][C:43]([C:40]1[CH:39]=[C:38]([C:33]2[CH:34]=[CH:35][CH:36]=[CH:37][C:32]=2[OH:31])[NH:42][N:41]=1)=[O:44]. The yield is 0.470. The catalyst is CN(C=O)C. (5) The reactants are [F:1][C:2]1[CH:3]=[C:4]([C:9]2[CH:10]=[C:11]([CH3:34])[C:12]([CH3:33])=[C:13]([CH2:15][NH:16][C:17]3[C:18]([F:32])=[C:19]([CH:28]=[CH:29][C:30]=3[F:31])[O:20][CH2:21][C:22]([O:24]C(C)C)=[O:23])[CH:14]=2)[CH:5]=[C:6]([F:8])[CH:7]=1.[Li+].[OH-]. The catalyst is C1COCC1. The product is [F:1][C:2]1[CH:3]=[C:4]([C:9]2[CH:10]=[C:11]([CH3:34])[C:12]([CH3:33])=[C:13]([CH2:15][NH:16][C:17]3[C:18]([F:32])=[C:19]([CH:28]=[CH:29][C:30]=3[F:31])[O:20][CH2:21][C:22]([OH:24])=[O:23])[CH:14]=2)[CH:5]=[C:6]([F:8])[CH:7]=1. The yield is 0.950. (6) The reactants are [Cl:1][C:2]1[CH:3]=[N:4][N:5]([CH3:18])[C:6]=1[C:7]1[CH:8]=[C:9]([C:15]([OH:17])=O)[S:10][C:11]=1[CH2:12][CH2:13][CH3:14].[NH2:19][C@@H:20]([CH2:33][C:34]1[CH:39]=[CH:38][CH:37]=[CH:36][C:35]=1[C:40]([F:43])([F:42])[F:41])[CH2:21][N:22]1[C:30](=[O:31])[C:29]2[C:24](=[CH:25][CH:26]=[CH:27][CH:28]=2)[C:23]1=[O:32].C(N(C(C)C)CC)(C)C.F[P-](F)(F)(F)(F)F.Br[P+](N1CCCC1)(N1CCCC1)N1CCCC1. The catalyst is C(Cl)Cl. The product is [Cl:1][C:2]1[CH:3]=[N:4][N:5]([CH3:18])[C:6]=1[C:7]1[CH:8]=[C:9]([C:15]([NH:19][C@@H:20]([CH2:33][C:34]2[CH:39]=[CH:38][CH:37]=[CH:36][C:35]=2[C:40]([F:43])([F:41])[F:42])[CH2:21][N:22]2[C:30](=[O:31])[C:29]3[C:24](=[CH:25][CH:26]=[CH:27][CH:28]=3)[C:23]2=[O:32])=[O:17])[S:10][C:11]=1[CH2:12][CH2:13][CH3:14]. The yield is 0.750.